This data is from Forward reaction prediction with 1.9M reactions from USPTO patents (1976-2016). The task is: Predict the product of the given reaction. (1) Given the reactants [CH:1]([C:3]1[N:8]=[C:7]([C:9]([F:12])([F:11])[F:10])[N:6]=[C:5]([O:13][CH:14]2[CH2:19][CH2:18][N:17]([C:20]([O:22][C:23]([CH3:26])([CH3:25])[CH3:24])=[O:21])[CH2:16][CH2:15]2)[CH:4]=1)=O.[CH2:27]([NH2:29])[CH3:28], predict the reaction product. The product is: [CH2:27]([NH:29][CH2:1][C:3]1[N:8]=[C:7]([C:9]([F:12])([F:10])[F:11])[N:6]=[C:5]([O:13][CH:14]2[CH2:15][CH2:16][N:17]([C:20]([O:22][C:23]([CH3:25])([CH3:24])[CH3:26])=[O:21])[CH2:18][CH2:19]2)[CH:4]=1)[CH3:28]. (2) Given the reactants Cl[C:2]1[CH:9]=[CH:8][C:7]([S:10]([CH2:13][CH3:14])(=[O:12])=[O:11])=[CH:6][C:3]=1[C:4]#[N:5].[Cl:15][C:16]1[CH:21]=[CH:20][C:19]([CH2:22][CH2:23][C:24]([OH:26])=[O:25])=[C:18]([OH:27])[CH:17]=1, predict the reaction product. The product is: [Cl:15][C:16]1[CH:21]=[CH:20][C:19]([CH2:22][CH2:23][C:24]([OH:26])=[O:25])=[C:18]([O:27][C:2]2[CH:9]=[CH:8][C:7]([S:10]([CH2:13][CH3:14])(=[O:12])=[O:11])=[CH:6][C:3]=2[C:4]#[N:5])[CH:17]=1. (3) Given the reactants [C:1]([O:4][CH2:5][CH:6]1[CH2:10][CH2:9][N:8]([C:11]2[C:16]([CH:17]=O)=[CH:15][C:14]([Br:19])=[CH:13][N:12]=2)[CH2:7]1)(=[O:3])[CH3:2].C1(P(C2C=CC=CC=2)(C2C=CC=CC=2)=[C:27]([CH3:35])[C:28]([O:30][C:31]([CH3:34])([CH3:33])[CH3:32])=[O:29])C=CC=CC=1.O, predict the reaction product. The product is: [C:1]([O:4][CH2:5][CH:6]1[CH2:10][CH2:9][N:8]([C:11]2[C:16](/[CH:17]=[C:27](\[CH3:35])/[C:28]([O:30][C:31]([CH3:34])([CH3:33])[CH3:32])=[O:29])=[CH:15][C:14]([Br:19])=[CH:13][N:12]=2)[CH2:7]1)(=[O:3])[CH3:2]. (4) Given the reactants [Cl:1][C:2]1[CH:7]=[CH:6][C:5]([C:8]2[C:13]([C:14]([OH:16])=O)=[CH:12][N:11]=[CH:10][CH:9]=2)=[C:4]([F:17])[CH:3]=1.C(Cl)CCl.C1C=C[C:25]2N(O)N=[N:28][C:26]=2[CH:27]=1.CCN(C(C)C)C(C)C.CC(N)C, predict the reaction product. The product is: [Cl:1][C:2]1[CH:7]=[CH:6][C:5]([C:8]2[C:13]([C:14]([NH:28][CH:26]([CH3:27])[CH3:25])=[O:16])=[CH:12][N:11]=[CH:10][CH:9]=2)=[C:4]([F:17])[CH:3]=1. (5) Given the reactants [F:1][C:2]1[N:7]=[CH:6][C:5]([CH:8]=[O:9])=[CH:4][CH:3]=1.[CH2:10](O)[CH2:11][OH:12].C1COCC1, predict the reaction product. The product is: [O:9]1[CH2:10][CH2:11][O:12][CH:8]1[C:5]1[CH:4]=[CH:3][C:2]([F:1])=[N:7][CH:6]=1. (6) Given the reactants [CH:1]1([C:4]2[N:8]=[C:7]([C:9]3[C:10]4[CH2:28][CH2:27][CH:26]([CH3:29])[CH2:25][C:11]=4[S:12][C:13]=3[NH:14][C:15]([C:17]3[CH2:21][CH2:20][CH2:19][C:18]=3[C:22]([OH:24])=[O:23])=[O:16])[O:6][N:5]=2)[CH2:3][CH2:2]1.[C:30]12C(=O)OC(=O)C=1CCCC2, predict the reaction product. The product is: [CH:1]1([C:4]2[N:8]=[C:7]([C:9]3[C:10]4[CH2:28][CH2:27][CH:26]([CH3:29])[CH2:25][C:11]=4[S:12][C:13]=3[NH:14][C:15]([C:17]3[CH2:21][CH2:20][CH2:19][CH2:30][C:18]=3[C:22]([OH:24])=[O:23])=[O:16])[O:6][N:5]=2)[CH2:3][CH2:2]1.